From a dataset of Forward reaction prediction with 1.9M reactions from USPTO patents (1976-2016). Predict the product of the given reaction. (1) Given the reactants [C:1]1([S:7](Cl)(=[O:9])=[O:8])[CH:6]=[CH:5][CH:4]=[CH:3][CH:2]=1.[NH2:11][C:12]1[CH:13]=[CH:14][C:15]([C:18]2[S:22][C:21]([NH:23][C:24](=[O:26])[CH3:25])=[N:20][C:19]=2[CH3:27])=[N:16][CH:17]=1, predict the reaction product. The product is: [CH3:27][C:19]1[N:20]=[C:21]([NH:23][C:24](=[O:26])[CH3:25])[S:22][C:18]=1[C:15]1[CH:14]=[CH:13][C:12]([NH:11][S:7]([C:1]2[CH:6]=[CH:5][CH:4]=[CH:3][CH:2]=2)(=[O:9])=[O:8])=[CH:17][N:16]=1. (2) Given the reactants C[O:2][C:3]([C:5]1[N:6]=[C:7]([CH2:10][C:11]2[CH:16]=[CH:15][C:14]([O:17][CH3:18])=[CH:13][CH:12]=2)[O:8][CH:9]=1)=[O:4].CO.[OH-].[Na+].Cl, predict the reaction product. The product is: [CH3:18][O:17][C:14]1[CH:13]=[CH:12][C:11]([CH2:10][C:7]2[O:8][CH:9]=[C:5]([C:3]([OH:4])=[O:2])[N:6]=2)=[CH:16][CH:15]=1. (3) Given the reactants [C:1](Cl)(=[O:8])[C:2]1[CH:7]=[CH:6][CH:5]=[CH:4][CH:3]=1.[CH3:10][O:11][C:12](=[O:20])[C@H:13]([CH2:15][C:16]([O:18][CH3:19])=[O:17])[NH2:14].C(N(CC)CC)C, predict the reaction product. The product is: [CH3:10][O:11][C:12](=[O:20])[CH:13]([NH:14][C:1](=[O:8])[C:2]1[CH:7]=[CH:6][CH:5]=[CH:4][CH:3]=1)[CH2:15][C:16]([O:18][CH3:19])=[O:17]. (4) The product is: [CH3:26][NH:25][C:24]1[CH:23]=[C:13]2[N:8]([C:7]=1[C:5]([O:4][CH2:2][CH3:3])=[O:6])[CH:9]=[CH:10][CH:11]=[CH:12]2. Given the reactants [Br-].[CH2:2]([O:4][C:5]([CH2:7][N+:8]1[CH:13]=[CH:12][CH:11]=[CH:10][CH:9]=1)=[O:6])[CH3:3].CSC(SC)=C[N+]([O-])=O.[CH3:23][CH2:24][N:25](CC)[CH2:26]C, predict the reaction product. (5) The product is: [C:1]([N:5]1[CH2:9][CH2:8][CH:7]=[CH:6]1)(=[O:4])[CH:2]=[CH2:3]. Given the reactants [C:1]([N:5]1[CH2:9][CH2:8][CH2:7][CH2:6]1)(=[O:4])[CH:2]=[CH2:3].SCCO.N(C(C)(CC(C)C)C#N)=NC(C)(CC(C)C)C#N.CCCCCC, predict the reaction product.